This data is from Peptide-MHC class I binding affinity with 185,985 pairs from IEDB/IMGT. The task is: Regression. Given a peptide amino acid sequence and an MHC pseudo amino acid sequence, predict their binding affinity value. This is MHC class I binding data. The peptide sequence is IVNRNRQGY. The MHC is HLA-A31:01 with pseudo-sequence HLA-A31:01. The binding affinity (normalized) is 0.138.